This data is from Reaction yield outcomes from USPTO patents with 853,638 reactions. The task is: Predict the reaction yield, written as a fraction of the theoretical maximum amount of product (1.0 means a 100% yield; for example, 0.34 means a 34% yield). The reactants are [CH3:1][C:2]1[CH:3]=[C:4]([OH:15])[C:5]([C:9]2[CH:14]=[CH:13][CH:12]=[CH:11][CH:10]=2)=[N:6][C:7]=1[CH3:8].[CH2:16]([O:23][C:24]1[CH:33]=[C:32]2[C:27]([C:28](Cl)=[CH:29][CH:30]=[N:31]2)=[CH:26][C:25]=1[O:35][CH3:36])[C:17]1[CH:22]=[CH:21][CH:20]=[CH:19][CH:18]=1.O. The catalyst is CN(C)C1C=CN=CC=1.ClC1C=CC=CC=1Cl. The product is [CH2:16]([O:23][C:24]1[CH:33]=[C:32]2[C:27]([C:28]([O:15][C:4]3[C:5]([C:9]4[CH:10]=[CH:11][CH:12]=[CH:13][CH:14]=4)=[N:6][C:7]([CH3:8])=[C:2]([CH3:1])[CH:3]=3)=[CH:29][CH:30]=[N:31]2)=[CH:26][C:25]=1[O:35][CH3:36])[C:17]1[CH:18]=[CH:19][CH:20]=[CH:21][CH:22]=1. The yield is 1.00.